Dataset: Full USPTO retrosynthesis dataset with 1.9M reactions from patents (1976-2016). Task: Predict the reactants needed to synthesize the given product. Given the product [CH2:46]([N:48]([CH2:49][CH2:50][C:51]1[CH:55]=[CH:54][N:53]([C:56]2[CH:61]=[CH:60][C:59]([F:62])=[CH:58][N:57]=2)[N:52]=1)[C:14](=[O:16])[C:13]1[CH:17]=[C:9]([F:8])[CH:10]=[CH:11][C:12]=1[N:18]1[N:22]=[CH:21][CH:20]=[N:19]1)[CH3:47], predict the reactants needed to synthesize it. The reactants are: CCN(CC)CC.[F:8][C:9]1[CH:10]=[CH:11][C:12]([N:18]2[N:22]=[CH:21][CH:20]=[N:19]2)=[C:13]([CH:17]=1)[C:14]([OH:16])=O.C1C=CC2N(O)N=NC=2C=1.CCN=C=NCCCN(C)C.Cl.Cl.[CH2:46]([NH:48][CH2:49][CH2:50][C:51]1[CH:55]=[CH:54][N:53]([C:56]2[CH:61]=[CH:60][C:59]([F:62])=[CH:58][N:57]=2)[N:52]=1)[CH3:47].C([O-])(O)=O.[Na+].